This data is from Full USPTO retrosynthesis dataset with 1.9M reactions from patents (1976-2016). The task is: Predict the reactants needed to synthesize the given product. (1) Given the product [O:16]1[CH:8]=[CH:9][CH:12]=[C:13]1[C:17]1[O:52][C:20]([NH:25][C:32]([C:28]2[CH:27]=[C:26]([C:35]3[CH:40]=[CH:39][CH:38]=[CH:37][CH:36]=3)[CH:31]=[CH:30][CH:29]=2)=[O:34])=[N:19][N:18]=1, predict the reactants needed to synthesize it. The reactants are: CCN(C1C=C[C:9]2[CH:12]=[C:13](/[CH:17]=[N:18]\[NH:19][C:20]3[N:25]=CC=CC=3)C([O:16][C:8]=2C=1)=O)CC.[C:26]1([C:35]2[CH:40]=[CH:39][CH:38]=[CH:37][CH:36]=2)[CH:31]=[CH:30][CH:29]=[C:28]([C:32]([OH:34])=O)[CH:27]=1.FC1C=CC=CC=1C1[O:52]C(C(Cl)=O)=CC=1. (2) Given the product [C:40]([CH2:43][NH:44][C:45]([C:47]1[CH:48]=[C:49]2[C:59](=[CH:60][CH:61]=1)[O:58][C:52]1([CH2:57][CH2:56][N:55]([C:34]([C:31]3[CH:32]=[C:33]4[C:28]([CH:27]=[CH:26][N:25]4[CH:22]4[CH2:23][CH2:24]4)=[C:29]([O:37][CH3:38])[CH:30]=3)=[O:36])[CH2:54][CH2:53]1)[CH2:51][C:50]2=[O:62])=[O:46])(=[O:42])[NH2:41], predict the reactants needed to synthesize it. The reactants are: C1C=CC2N(O)N=NC=2C=1.CCN=C=NCCCN(C)C.[CH:22]1([N:25]2[C:33]3[C:28](=[C:29]([O:37][CH3:38])[CH:30]=[C:31]([C:34]([OH:36])=O)[CH:32]=3)[CH:27]=[CH:26]2)[CH2:24][CH2:23]1.Cl.[C:40]([CH2:43][NH:44][C:45]([C:47]1[CH:48]=[C:49]2[C:59](=[CH:60][CH:61]=1)[O:58][C:52]1([CH2:57][CH2:56][NH:55][CH2:54][CH2:53]1)[CH2:51][C:50]2=[O:62])=[O:46])(=[O:42])[NH2:41]. (3) Given the product [Cl:1][C:2]1[CH:10]=[CH:9][C:5]([C:6]([N:27]([O:26][CH3:25])[CH3:28])=[O:8])=[C:4]([NH:11][C:12]2[CH:17]=[CH:16][CH:15]=[C:14]([N:18]3[C:19]([CH3:24])=[CH:20][CH:21]=[C:22]3[CH3:23])[N:13]=2)[CH:3]=1, predict the reactants needed to synthesize it. The reactants are: [Cl:1][C:2]1[CH:10]=[CH:9][C:5]([C:6]([OH:8])=O)=[C:4]([NH:11][C:12]2[CH:17]=[CH:16][CH:15]=[C:14]([N:18]3[C:22]([CH3:23])=[CH:21][CH:20]=[C:19]3[CH3:24])[N:13]=2)[CH:3]=1.[CH3:25][O:26][NH:27][CH3:28]. (4) Given the product [OH:28][CH:26]([CH3:27])[CH2:25][NH:24][C:9]([C:8]1[C:3]([O:2][CH3:1])=[CH:4][CH:5]=[CH:6][C:7]=1[NH:12][C:11]([C:13]1[C:22]2[C:17](=[CH:18][CH:19]=[CH:20][CH:21]=2)[CH:16]=[CH:15][CH:14]=1)=[O:10])=[O:23], predict the reactants needed to synthesize it. The reactants are: [CH3:1][O:2][C:3]1[C:8]2[C:9](=[O:23])[O:10][C:11]([C:13]3[C:22]4[C:17](=[CH:18][CH:19]=[CH:20][CH:21]=4)[CH:16]=[CH:15][CH:14]=3)=[N:12][C:7]=2[CH:6]=[CH:5][CH:4]=1.[NH2:24][CH2:25][CH:26]([OH:28])[CH3:27]. (5) Given the product [CH3:21][C:19]([C:18]([O:23][CH2:24][CH:25]([OH:27])[CH2:26][O:1][C:2]1[CH:3]=[CH:4][C:5]([C:8]([C:11]2[CH:12]=[CH:13][C:14]([O:17][CH2:26][CH:25]([OH:27])[CH2:24][O:23][C:18]([C:19]([CH3:21])=[CH2:20])=[O:22])=[CH:15][CH:16]=2)([CH3:10])[CH3:9])=[CH:6][CH:7]=1)=[O:22])=[CH2:20], predict the reactants needed to synthesize it. The reactants are: [OH:1][C:2]1[CH:7]=[CH:6][C:5]([C:8]([C:11]2[CH:16]=[CH:15][C:14]([OH:17])=[CH:13][CH:12]=2)([CH3:10])[CH3:9])=[CH:4][CH:3]=1.[C:18]([O:23][CH2:24][CH:25]1[O:27][CH2:26]1)(=[O:22])[C:19]([CH3:21])=[CH2:20].